Dataset: Full USPTO retrosynthesis dataset with 1.9M reactions from patents (1976-2016). Task: Predict the reactants needed to synthesize the given product. (1) The reactants are: [Cl:1][C:2]1[N:7]=[CH:6][C:5]([OH:8])=[C:4]([I:9])[CH:3]=1.C(=O)([O-])[O-].[K+].[K+].[CH2:16](I)[CH3:17]. Given the product [Cl:1][C:2]1[CH:3]=[C:4]([I:9])[C:5]([O:8][CH2:16][CH3:17])=[CH:6][N:7]=1, predict the reactants needed to synthesize it. (2) Given the product [O:9]=[C:6]1[CH2:7][CH2:8][N:3]([C:10]([O:12][C:13]([CH3:16])([CH3:15])[CH3:14])=[O:11])[CH2:4][CH2:5]1, predict the reactants needed to synthesize it. The reactants are: O.Cl.[NH:3]1[CH2:8][CH2:7][C:6](=[O:9])[CH2:5][CH2:4]1.[C:10](O[C:10]([O:12][C:13]([CH3:16])([CH3:15])[CH3:14])=[O:11])([O:12][C:13]([CH3:16])([CH3:15])[CH3:14])=[O:11].C(=O)([O-])[O-].[Na+].[Na+].O1CCOCC1. (3) The reactants are: [CH:1](=[C:8]1[C:13](=[O:14])[C:12]([C:15]([CH3:18])([CH3:17])[CH3:16])=[CH:11][C:10]([C:19]([CH3:22])([CH3:21])[CH3:20])=[CH:9]1)[C:2]1[CH:7]=[CH:6][CH:5]=[CH:4][CH:3]=1.FC(F)(F)[C:25](O)=[O:26]. Given the product [C:19]([C:10]1[CH:11]=[C:12]([C:15]([CH3:16])([CH3:18])[CH3:17])[C:13]2[O:14][C:25](=[O:26])[CH:1]([C:2]3[CH:7]=[CH:6][CH:5]=[CH:4][CH:3]=3)[C:8]=2[CH:9]=1)([CH3:22])([CH3:21])[CH3:20], predict the reactants needed to synthesize it. (4) Given the product [CH2:1]([O:5][CH2:6][CH2:7][O:8][C:9]1[CH:10]=[CH:11][C:12]([C:15]2[CH:16]=[CH:17][C:18]3[N:24]([CH2:25][CH:26]([CH3:27])[CH3:28])[CH2:23][CH2:22][C:21]([C:29]([NH:31][C:32]4[CH:33]=[CH:34][C:35]([S:38]([CH2:39][C:40]5[N:41]=[N:42][CH:43]=[CH:44][CH:45]=5)=[O:55])=[CH:36][CH:37]=4)=[O:30])=[CH:20][C:19]=3[CH:46]=2)=[CH:13][CH:14]=1)[CH2:2][CH2:3][CH3:4], predict the reactants needed to synthesize it. The reactants are: [CH2:1]([O:5][CH2:6][CH2:7][O:8][C:9]1[CH:14]=[CH:13][C:12]([C:15]2[CH:16]=[CH:17][C:18]3[N:24]([CH2:25][CH:26]([CH3:28])[CH3:27])[CH2:23][CH2:22][C:21]([C:29]([NH:31][C:32]4[CH:37]=[CH:36][C:35]([S:38][CH2:39][C:40]5[N:41]=[N:42][CH:43]=[CH:44][CH:45]=5)=[CH:34][CH:33]=4)=[O:30])=[CH:20][C:19]=3[CH:46]=2)=[CH:11][CH:10]=1)[CH2:2][CH2:3][CH3:4].ClC1C=CC=C(C(OO)=[O:55])C=1.S([O-])([O-])(=O)=S.[Na+].[Na+]. (5) Given the product [CH:6]([O:9][C:10](=[O:33])[C@H:11]([CH2:23][C:24]1[CH:25]=[CH:26][C:27]([NH2:30])=[CH:28][CH:29]=1)[NH:12][C:13](=[O:22])[C:14]1[C:15]([Cl:21])=[CH:16][CH:17]=[CH:18][C:19]=1[Cl:20])([CH3:8])[CH3:7], predict the reactants needed to synthesize it. The reactants are: O1CCCC1.[CH:6]([O:9][C:10](=[O:33])[C@H:11]([CH2:23][C:24]1[CH:29]=[CH:28][C:27]([N+:30]([O-])=O)=[CH:26][CH:25]=1)[NH:12][C:13](=[O:22])[C:14]1[C:19]([Cl:20])=[CH:18][CH:17]=[CH:16][C:15]=1[Cl:21])([CH3:8])[CH3:7].[S].[H][H]. (6) Given the product [NH2:28][C:23]1[CH:24]=[CH:25][CH:26]=[CH:27][C:22]=1[CH2:21][NH:20][C:12]1[C:13]2[C:18]([CH3:19])=[N:17][CH:16]=[N:15][C:14]=2[N:9]([OH:8])[C:10](=[O:31])[CH:11]=1, predict the reactants needed to synthesize it. The reactants are: C([O:8][N:9]1[C:14]2[N:15]=[CH:16][N:17]=[C:18]([CH3:19])[C:13]=2[C:12]([NH:20][CH2:21][C:22]2[CH:27]=[CH:26][CH:25]=[CH:24][C:23]=2[N+:28]([O-])=O)=[CH:11][C:10]1=[O:31])C1C=CC=CC=1.CO.[H][H].